Dataset: Full USPTO retrosynthesis dataset with 1.9M reactions from patents (1976-2016). Task: Predict the reactants needed to synthesize the given product. Given the product [F:47][C:46]([F:49])([F:48])[C:44]([OH:50])=[O:45].[F:47][C:46]([F:49])([F:48])[C:44]([OH:50])=[O:45].[Cl:28][C:29]1[CH:30]=[C:31]([C:2]2[CH:7]=[CH:6][C:5]3[O:8][C@@H:9]4[CH2:14][CH2:13][O:12][C@H:11]([CH3:15])[C@H:10]4[C@:16]4([CH2:20][S:19][C:18]([NH2:21])=[N:17]4)[C:4]=3[CH:3]=2)[CH:32]=[N:33][CH:34]=1, predict the reactants needed to synthesize it. The reactants are: Br[C:2]1[CH:7]=[CH:6][C:5]2[O:8][C@@H:9]3[CH2:14][CH2:13][O:12][C@H:11]([CH3:15])[C@H:10]3[C@:16]3([CH2:20][S:19][C:18]([NH2:21])=[N:17]3)[C:4]=2[CH:3]=1.O1CCOCC1.[Cl:28][C:29]1[CH:30]=[C:31](B(O)O)[CH:32]=[N:33][CH:34]=1.C([O-])([O-])=O.[Na+].[Na+].[C:44]([OH:50])([C:46]([F:49])([F:48])[F:47])=[O:45].